This data is from Reaction yield outcomes from USPTO patents with 853,638 reactions. The task is: Predict the reaction yield, written as a fraction of the theoretical maximum amount of product (1.0 means a 100% yield; for example, 0.34 means a 34% yield). (1) The reactants are [CH3:1][C:2]1[N:3]=[CH:4][C:5]2[C:10]([CH:11]=1)=[C:9]([N+:12]([O-])=O)[CH:8]=[CH:7][CH:6]=2. The catalyst is [Pd].CO. The product is [NH2:12][C:9]1[CH:8]=[CH:7][CH:6]=[C:5]2[C:10]=1[CH:11]=[C:2]([CH3:1])[N:3]=[CH:4]2. The yield is 1.00. (2) The reactants are F[P-](F)(F)(F)(F)F.C[N+](C)=C(N(C)C)ON1C2N=CC=CC=2N=N1.[NH2:25][C:26]1[N:35]=[C:34]([N:36]2[CH2:41][CH2:40][N:39]([CH3:42])[CH2:38][CH2:37]2)[C:33]2[C:28](=[CH:29][C:30]([C:43]([OH:45])=O)=[CH:31][CH:32]=2)[N:27]=1.C(N(CC)C(C)C)(C)C.[C:55]1([C:69]2[CH:74]=[CH:73][CH:72]=[CH:71][CH:70]=2)[CH:60]=[CH:59][C:58]([CH2:61][CH:62]([C:64]2[S:65][CH:66]=[CH:67][N:68]=2)[NH2:63])=[CH:57][CH:56]=1. The catalyst is CN(C)C=O. The product is [NH2:25][C:26]1[N:35]=[C:34]([N:36]2[CH2:41][CH2:40][N:39]([CH3:42])[CH2:38][CH2:37]2)[C:33]2[C:28](=[CH:29][C:30]([C:43]([NH:63][CH:62]([C:64]3[S:65][CH:66]=[CH:67][N:68]=3)[CH2:61][C:58]3[CH:57]=[CH:56][C:55]([C:69]4[CH:74]=[CH:73][CH:72]=[CH:71][CH:70]=4)=[CH:60][CH:59]=3)=[O:45])=[CH:31][CH:32]=2)[N:27]=1. The yield is 0.200. (3) The yield is 0.00750. The catalyst is CN(C=O)C.O.O.O.O.O.O.[Fe](Cl)(Cl)Cl.C(OCC)(=O)C. The reactants are [CH3:1][O:2][C:3](=[O:14])[C:4]1[CH:9]=[C:8](Br)[C:7]([F:11])=[CH:6][C:5]=1[O:12][CH3:13].[C:15]([Cu])#[N:16].[Li+].[Cl-].Cl. The product is [CH3:1][O:2][C:3](=[O:14])[C:4]1[CH:9]=[C:8]([C:15]#[N:16])[C:7]([F:11])=[CH:6][C:5]=1[O:12][CH3:13]. (4) The reactants are [F:1][C:2]1[CH:3]=[C:4]([CH:19]=[CH:20][C:21]=1[O:22][CH3:23])[CH:5]=[C:6]1[CH2:11][CH2:10][N:9]([C:12]([O:14][C:15]([CH3:18])([CH3:17])[CH3:16])=[O:13])[CH2:8][CH2:7]1.[H][H]. The catalyst is CO.[Pd]. The product is [F:1][C:2]1[CH:3]=[C:4]([CH:19]=[CH:20][C:21]=1[O:22][CH3:23])[CH2:5][CH:6]1[CH2:11][CH2:10][N:9]([C:12]([O:14][C:15]([CH3:18])([CH3:17])[CH3:16])=[O:13])[CH2:8][CH2:7]1. The yield is 0.990. (5) The reactants are [Cl-].[Cl:2][C:3]1[C:12]2[C:7](=[CH:8][C:9]([C:13]#[N:14])=[CH:10][CH:11]=2)[CH:6]=[CH:5][C:4]=1[O:15][CH2:16][CH2:17][NH3+:18].[Cl:19][C:20]1[O:24][C:23]([CH:25]=O)=[CH:22][CH:21]=1. No catalyst specified. The product is [Cl:2][C:3]1[C:4]([O:15][CH2:16][CH2:17][NH:18][CH2:25][C:23]2[O:24][C:20]([Cl:19])=[CH:21][CH:22]=2)=[CH:5][CH:6]=[C:7]2[C:12]=1[CH:11]=[CH:10][C:9]([C:13]#[N:14])=[CH:8]2. The yield is 0.600. (6) The catalyst is C(Cl)Cl. The yield is 0.860. The product is [CH3:18][S:19]([NH:2][C:3]1[C:11]2[C:6](=[CH:7][CH:8]=[CH:9][CH:10]=2)[N:5]([CH2:12][C:13]([O:15][CH2:16][CH3:17])=[O:14])[CH:4]=1)(=[O:21])=[O:20]. The reactants are Cl.[NH2:2][C:3]1[C:11]2[C:6](=[CH:7][CH:8]=[CH:9][CH:10]=2)[N:5]([CH2:12][C:13]([O:15][CH2:16][CH3:17])=[O:14])[CH:4]=1.[CH3:18][S:19](Cl)(=[O:21])=[O:20].N1C=CC=CC=1. (7) The reactants are [N:1]([O-])=O.[Na+].[NH2:5][C:6]1[CH:7]=[C:8]([CH:21]=[CH:22][CH:23]=1)[O:9][CH2:10][CH2:11][CH2:12][NH:13][C:14](=[O:20])CCC(O)=O.O.O.Cl[Sn]Cl.[C:29]([OH:37])(=O)/[C:30](=[C:32](\[CH:34]=O)/[Br:33])/[Br:31].[OH-].[Na+].[CH3:40][C:41]([O:44]C(OC([O:44][C:41]([CH3:43])([CH3:42])[CH3:40])=O)=O)([CH3:43])[CH3:42]. The catalyst is O.Cl. The product is [Br:33][C:32]1[CH:34]=[N:1][N:5]([C:6]2[CH:7]=[C:8]([CH:21]=[CH:22][CH:23]=2)[O:9][CH2:10][CH2:11][CH2:12][NH:13][C:14](=[O:20])[O:44][C:41]([CH3:43])([CH3:42])[CH3:40])[C:29](=[O:37])[C:30]=1[Br:31]. The yield is 0.190. (8) The reactants are [C:1]([O:5][C:6](=[O:19])[NH:7][CH2:8][CH2:9][N:10]1[CH:14]=[C:13]([N+:15]([O-])=O)[N:12]=[C:11]1[CH3:18])([CH3:4])([CH3:3])[CH3:2]. The catalyst is CO.[Pd]. The product is [C:1]([O:5][C:6](=[O:19])[NH:7][CH2:8][CH2:9][N:10]1[CH:14]=[C:13]([NH2:15])[N:12]=[C:11]1[CH3:18])([CH3:4])([CH3:3])[CH3:2]. The yield is 0.770. (9) The reactants are [C:1]([O:5][C:6](=[O:32])[NH:7][CH2:8][CH2:9][CH2:10][CH2:11][C:12]1[CH:17]=[CH:16][C:15]([O:18][CH2:19][CH2:20][NH:21]C(OCC2C=CC=CC=2)=O)=[CH:14][CH:13]=1)([CH3:4])([CH3:3])[CH3:2].[H][H].C(Cl)Cl.C1COCC1. The catalyst is C(O)C.[Pd]. The product is [C:1]([O:5][C:6](=[O:32])[NH:7][CH2:8][CH2:9][CH2:10][CH2:11][C:12]1[CH:13]=[CH:14][C:15]([O:18][CH2:19][CH2:20][NH2:21])=[CH:16][CH:17]=1)([CH3:4])([CH3:2])[CH3:3]. The yield is 0.740. (10) The reactants are [CH2:1]([N:8]1[C:13](=[O:14])[C:12]2[C:15]([CH3:18])=[N:16][O:17][C:11]=2[N:10]=[C:9]1[CH:19](Br)[CH2:20][CH3:21])[C:2]1[CH:7]=[CH:6][CH:5]=[CH:4][CH:3]=1.C(=O)([O-])[O-].[K+].[K+].[C:29]([O:33][C:34](=[O:40])[NH:35][CH2:36][CH2:37][CH2:38][NH2:39])([CH3:32])([CH3:31])[CH3:30].O. The catalyst is C(#N)C. The product is [C:29]([O:33][C:34](=[O:40])[NH:35][CH2:36][CH2:37][CH2:38][NH:39][CH:19]([C:9]1[N:8]([CH2:1][C:2]2[CH:7]=[CH:6][CH:5]=[CH:4][CH:3]=2)[C:13](=[O:14])[C:12]2[C:15]([CH3:18])=[N:16][O:17][C:11]=2[N:10]=1)[CH2:20][CH3:21])([CH3:32])([CH3:30])[CH3:31]. The yield is 0.740.